From a dataset of Reaction yield outcomes from USPTO patents with 853,638 reactions. Predict the reaction yield, written as a fraction of the theoretical maximum amount of product (1.0 means a 100% yield; for example, 0.34 means a 34% yield). (1) The reactants are [CH2:1]([C:3]1[CH:11]=[C:10]([CH2:12][CH3:13])[C:9]([C:14]2[NH:18][C:17]([CH2:19][CH2:20][O:21][CH3:22])=[N:16][N:15]=2)=[CH:8][C:4]=1[C:5]([OH:7])=O)[CH3:2].Cl.[NH:24]1[CH2:29][CH2:28][CH:27]([C:30]2[CH:37]=[CH:36][C:33]([C:34]#[N:35])=[CH:32][CH:31]=2)[CH2:26][CH2:25]1.CCN=C=NCCCN(C)C.Cl. The catalyst is CN(C)C=O.CN(C)C1C=CN=CC=1.C(OCC)(=O)C. The product is [CH2:1]([C:3]1[CH:11]=[C:10]([CH2:12][CH3:13])[C:9]([C:14]2[NH:18][C:17]([CH2:19][CH2:20][O:21][CH3:22])=[N:16][N:15]=2)=[CH:8][C:4]=1[C:5]([N:24]1[CH2:29][CH2:28][CH:27]([C:30]2[CH:37]=[CH:36][C:33]([C:34]#[N:35])=[CH:32][CH:31]=2)[CH2:26][CH2:25]1)=[O:7])[CH3:2]. The yield is 0.420. (2) The catalyst is O.CC(C)=O. The yield is 0.420. The reactants are C(O)[C@H]1O[C@@H]2O[C@H]3[C@H](O)[C@@H](O)[C@@H](O[C@H]4[C@H](O)[C@@H](O)[C@@H](O[C@H]5[C@H](O)[C@@H](O)[C@@H](O[C@H]6[C@H](O)[C@@H](O)[C@@H](O[C@H]7[C@H](O)[C@@H](O)[C@@H](O[C@H]8[C@H](O)[C@@H](O)[C@@H](O[C@H]1[C@H](O)[C@H]2O)O[C@@H]8CO)O[C@@H]7CO)O[C@@H]6CO)O[C@@H]5CO)O[C@@H]4CO)O[C@@H]3CO.[Cl:78][C:79]1[CH:84]=[C:83]([Cl:85])[CH:82]=[CH:81][C:80]=1[C:86](=O)[CH2:87][C:88]#[N:89].C1C(=O)N(Br)C(=O)C1.[NH2:99][C:100]([NH2:102])=[S:101]. The product is [NH2:102][C:100]1[S:101][C:87]([C:88]#[N:89])=[C:86]([C:80]2[CH:81]=[CH:82][C:83]([Cl:85])=[CH:84][C:79]=2[Cl:78])[N:99]=1. (3) The reactants are [OH:1][C:2]1([CH2:15][CH:16]=O)[CH2:14][CH2:13][C:5]2([O:10][CH2:9][C:8]([CH3:12])([CH3:11])[CH2:7][O:6]2)[CH2:4][CH2:3]1.[Br:18][C:19]1[CH:24]=[CH:23][C:22]([C:25]2([NH2:28])[CH2:27][CH2:26]2)=[CH:21][CH:20]=1. No catalyst specified. The product is [Br:18][C:19]1[CH:20]=[CH:21][C:22]([C:25]2([NH:28][CH2:16][CH2:15][C:2]3([OH:1])[CH2:3][CH2:4][C:5]4([O:10][CH2:9][C:8]([CH3:12])([CH3:11])[CH2:7][O:6]4)[CH2:13][CH2:14]3)[CH2:26][CH2:27]2)=[CH:23][CH:24]=1. The yield is 0.420. (4) The reactants are [Br:1][C:2]1[CH:3]=[C:4]([NH2:8])[CH:5]=[N:6][CH:7]=1.N1C=CC=CC=1.[C:15](Cl)(=[O:17])[CH3:16]. The catalyst is C(Cl)Cl.O. The product is [Br:1][C:2]1[CH:3]=[C:4]([NH:8][C:15](=[O:17])[CH3:16])[CH:5]=[N:6][CH:7]=1. The yield is 0.910. (5) The reactants are [Cl:1][C:2]1[CH:3]=[C:4]([CH:19]=[CH:20][C:21]=1[Cl:22])[CH2:5][C:6]1[N:7]=[C:8]([N:13]2[CH2:18][CH2:17][O:16][CH2:15][CH2:14]2)[S:9][C:10]=1[CH2:11]O.CC(C)(O)[C:25]#[N:26].N(C(N1CCCCC1)=O)=NC(N1CCCCC1)=O.C(P(CCCC)CCCC)CCC. The catalyst is C1COCC1. The product is [Cl:1][C:2]1[CH:3]=[C:4]([CH:19]=[CH:20][C:21]=1[Cl:22])[CH2:5][C:6]1[N:7]=[C:8]([N:13]2[CH2:18][CH2:17][O:16][CH2:15][CH2:14]2)[S:9][C:10]=1[CH2:11][C:25]#[N:26]. The yield is 0.450. (6) The product is [Cl:1][C:2]1[CH:31]=[CH:30][C:5]([CH2:6][N:7]2[C:15]3[C:10](=[CH:11][C:12]([CH:16]=[C:17]4[S:21][C:20]([N:22]([CH3:28])[C@@H:23]5[CH2:27][CH2:26][N:25]([CH2:43][C:44]([NH2:46])=[O:45])[CH2:24]5)=[N:19][C:18]4=[O:29])=[CH:13][CH:14]=3)[CH:9]=[N:8]2)=[C:4]([C:32]([F:35])([F:34])[F:33])[CH:3]=1. The reactants are [Cl:1][C:2]1[CH:31]=[CH:30][C:5]([CH2:6][N:7]2[C:15]3[C:10](=[CH:11][C:12]([CH:16]=[C:17]4[S:21][C:20]([N:22]([CH3:28])[CH:23]5[CH2:27][CH2:26][NH:25][CH2:24]5)=[N:19][C:18]4=[O:29])=[CH:13][CH:14]=3)[CH:9]=[N:8]2)=[C:4]([C:32]([F:35])([F:34])[F:33])[CH:3]=1.C(=O)([O-])[O-].[K+].[K+].Br[CH2:43][C:44]([NH2:46])=[O:45]. The catalyst is CN(C=O)C. The yield is 0.800. (7) The reactants are [C:1]([N:8]([C:21]1[NH:25][C:24]2[C:26]([C@H:41]3[CH2:45][CH2:44][CH2:43][O:42]3)=[C:27]([F:40])[C:28]([C:30]3[CH:31]=[N:32][C:33]([C:36]([OH:39])([CH3:38])[CH3:37])=[N:34][CH:35]=3)=[CH:29][C:23]=2[N:22]=1)[C:9](=[O:20])[N:10]([C:13]([O:15][C:16]([CH3:19])([CH3:18])[CH3:17])=[O:14])[CH2:11][CH3:12])([O:3][C:4]([CH3:7])([CH3:6])[CH3:5])=[O:2].N1C=NN=N1.CC(N([P:58]([O:67][CH2:68][C:69]1[CH:74]=[CH:73][CH:72]=[CH:71][CH:70]=1)[O:59]CC1C=CC=CC=1)C(C)C)C.C1C=C(Cl)C=C(C(OO)=[O:83])C=1. The catalyst is C(Cl)Cl. The product is [CH2:68]([O:67][P:58]([OH:59])([O:42][CH2:41][C:26]1[CH:24]=[CH:23][CH:29]=[CH:28][CH:27]=1)=[O:83])[C:69]1[CH:70]=[CH:71][CH:72]=[CH:73][CH:74]=1.[C:1]([N:8]([C:21]1[NH:25][C:24]2[C:26]([C@H:41]3[CH2:45][CH2:44][CH2:43][O:42]3)=[C:27]([F:40])[C:28]([C:30]3[CH:31]=[N:32][C:33]([C:36]([OH:39])([CH3:38])[CH3:37])=[N:34][CH:35]=3)=[CH:29][C:23]=2[N:22]=1)[C:9](=[O:20])[N:10]([C:13]([O:15][C:16]([CH3:17])([CH3:19])[CH3:18])=[O:14])[CH2:11][CH3:12])([O:3][C:4]([CH3:5])([CH3:6])[CH3:7])=[O:2]. The yield is 0.645. (8) The reactants are [Cl:1][C:2]1[CH:3]=[C:4]2[C:10]([C:11]3[N:16]=[C:15]([NH:17][C@H:18]4[CH2:22][CH2:21][N:20](S(C)(=O)=O)[CH2:19]4)[C:14]([F:27])=[CH:13][N:12]=3)=[CH:9][NH:8][C:5]2=[N:6][CH:7]=1.[CH3:28][C:29]1([C:33](O)=[O:34])[CH2:32][O:31][CH2:30]1. No catalyst specified. The product is [Cl:1][C:2]1[CH:3]=[C:4]2[C:10]([C:11]3[N:16]=[C:15]([NH:17][C@H:18]4[CH2:22][CH2:21][N:20]([C:33]([C:29]5([CH3:28])[CH2:32][O:31][CH2:30]5)=[O:34])[CH2:19]4)[C:14]([F:27])=[CH:13][N:12]=3)=[CH:9][NH:8][C:5]2=[N:6][CH:7]=1. The yield is 0.420. (9) The reactants are [CH3:1]CN(C(C)C)C(C)C.[CH3:10][CH2:11][C@H:12]([C@H:14]([NH:59][C:60]([C@@H:62]1[N:67]([CH3:68])[CH2:66][CH2:65][CH2:64][CH2:63]1)=[O:61])[C:15]([N:17]([C@@H:26]([CH:56]([CH3:58])[CH3:57])[CH2:27][C@@H:28]([O:52][C:53]([CH3:55])=[O:54])[C:29]1[S:33][CH:32]=[C:31]([C:34]([NH:36][C@H:37]([CH2:46][C@@H:47]([C:49]([OH:51])=[O:50])[CH3:48])[CH2:38][C:39]2[CH:40]=[CH:41][C:42](O)=[CH:43][CH:44]=2)=[O:35])[N:30]=1)[CH2:18][O:19][C:20]([CH2:22][CH:23]([CH3:25])[CH3:24])=[O:21])=[O:16])[CH3:13]. The catalyst is CN(C=O)C. The product is [CH3:10][CH2:11][C@@H:12]([C@H:14]([NH:59][C:60]([C@@H:62]1[N:67]([CH3:68])[CH2:66][CH2:65][CH2:64][CH2:63]1)=[O:61])[C:15]([N:17]([C@@H:26]([CH:56]([CH3:58])[CH3:57])[CH2:27][C@@H:28]([O:52][C:53]([CH3:55])=[O:54])[C:29]1[S:33][CH:32]=[C:31]([C:34]([NH:36][C@H:37]([CH2:46][C@@H:47]([C:49]([OH:51])=[O:50])[CH3:48])[CH2:38][C:39]2[CH:44]=[CH:43][C:42]([CH3:1])=[CH:41][CH:40]=2)=[O:35])[N:30]=1)[CH2:18][O:19][C:20]([CH2:22][CH:23]([CH3:25])[CH3:24])=[O:21])=[O:16])[CH3:13]. The yield is 1.00. (10) The reactants are [Cl:1][C:2]1[C:10]([C:11]#[N:12])=[CH:9][CH:8]=[C:7]2[C:3]=1[CH:4]=[C:5]([C:18]([OH:20])=O)[N:6]2[CH2:13][C:14]([F:17])([F:16])[F:15].S(Cl)(Cl)=O.C[N:26](C=O)C.N. The catalyst is C1(C)C=CC=CC=1.CO. The product is [Cl:1][C:2]1[C:10]([C:11]#[N:12])=[CH:9][CH:8]=[C:7]2[C:3]=1[CH:4]=[C:5]([C:18]([NH2:26])=[O:20])[N:6]2[CH2:13][C:14]([F:17])([F:16])[F:15]. The yield is 0.650.